From a dataset of NCI-60 drug combinations with 297,098 pairs across 59 cell lines. Regression. Given two drug SMILES strings and cell line genomic features, predict the synergy score measuring deviation from expected non-interaction effect. (1) Cell line: NCI-H460. Drug 2: C1=NNC2=C1C(=O)NC=N2. Synergy scores: CSS=36.6, Synergy_ZIP=-5.92, Synergy_Bliss=-14.2, Synergy_Loewe=-35.5, Synergy_HSA=-13.3. Drug 1: C1=C(C(=O)NC(=O)N1)F. (2) Drug 1: C(CC(=O)O)C(=O)CN.Cl. Drug 2: C1CCC(C(C1)N)N.C(=O)(C(=O)[O-])[O-].[Pt+4]. Cell line: UACC-257. Synergy scores: CSS=7.80, Synergy_ZIP=-3.67, Synergy_Bliss=-1.55, Synergy_Loewe=-2.13, Synergy_HSA=-0.538. (3) Drug 1: C1CC(=O)NC(=O)C1N2CC3=C(C2=O)C=CC=C3N. Drug 2: C1CC(C1)(C(=O)O)C(=O)O.[NH2-].[NH2-].[Pt+2]. Cell line: IGROV1. Synergy scores: CSS=50.9, Synergy_ZIP=3.29, Synergy_Bliss=4.09, Synergy_Loewe=2.72, Synergy_HSA=8.16. (4) Drug 1: C1=NC2=C(N1)C(=S)N=C(N2)N. Drug 2: CC1=CC=C(C=C1)C2=CC(=NN2C3=CC=C(C=C3)S(=O)(=O)N)C(F)(F)F. Cell line: UACC62. Synergy scores: CSS=29.4, Synergy_ZIP=-1.07, Synergy_Bliss=-2.21, Synergy_Loewe=-18.7, Synergy_HSA=-3.02. (5) Drug 1: CCCS(=O)(=O)NC1=C(C(=C(C=C1)F)C(=O)C2=CNC3=C2C=C(C=N3)C4=CC=C(C=C4)Cl)F. Drug 2: CN1C(=O)N2C=NC(=C2N=N1)C(=O)N. Cell line: DU-145. Synergy scores: CSS=-2.31, Synergy_ZIP=3.35, Synergy_Bliss=3.01, Synergy_Loewe=-3.97, Synergy_HSA=-2.56. (6) Drug 1: CNC(=O)C1=CC=CC=C1SC2=CC3=C(C=C2)C(=NN3)C=CC4=CC=CC=N4. Drug 2: CC1=CC=C(C=C1)C2=CC(=NN2C3=CC=C(C=C3)S(=O)(=O)N)C(F)(F)F. Cell line: HCT-15. Synergy scores: CSS=2.31, Synergy_ZIP=-1.40, Synergy_Bliss=-0.933, Synergy_Loewe=-2.45, Synergy_HSA=-2.12. (7) Drug 1: CC(CN1CC(=O)NC(=O)C1)N2CC(=O)NC(=O)C2. Drug 2: CN1C(=O)N2C=NC(=C2N=N1)C(=O)N. Cell line: COLO 205. Synergy scores: CSS=49.6, Synergy_ZIP=2.94, Synergy_Bliss=3.37, Synergy_Loewe=-10.8, Synergy_HSA=0.252.